From a dataset of Peptide-MHC class I binding affinity with 185,985 pairs from IEDB/IMGT. Regression. Given a peptide amino acid sequence and an MHC pseudo amino acid sequence, predict their binding affinity value. This is MHC class I binding data. (1) The peptide sequence is SYLIRALTL. The MHC is HLA-B58:01 with pseudo-sequence HLA-B58:01. The binding affinity (normalized) is 0.0847. (2) The peptide sequence is FQEALKKSL. The MHC is HLA-B27:05 with pseudo-sequence HLA-B27:05. The binding affinity (normalized) is 0.0847. (3) The peptide sequence is TIHLATAPK. The MHC is HLA-B18:01 with pseudo-sequence HLA-B18:01. The binding affinity (normalized) is 0.0847. (4) The peptide sequence is FPNEVGARI. The MHC is HLA-B18:01 with pseudo-sequence HLA-B18:01. The binding affinity (normalized) is 0.0847. (5) The peptide sequence is YLYETYHLI. The MHC is HLA-A02:11 with pseudo-sequence HLA-A02:11. The binding affinity (normalized) is 1.00. (6) The peptide sequence is RSNDTELNY. The MHC is HLA-B08:01 with pseudo-sequence HLA-B08:01. The binding affinity (normalized) is 0.0847. (7) The peptide sequence is PANINDKQI. The MHC is HLA-A02:01 with pseudo-sequence HLA-A02:01. The binding affinity (normalized) is 0. (8) The peptide sequence is ISIIVLFQR. The MHC is HLA-A02:03 with pseudo-sequence HLA-A02:03. The binding affinity (normalized) is 0.158.